This data is from Full USPTO retrosynthesis dataset with 1.9M reactions from patents (1976-2016). The task is: Predict the reactants needed to synthesize the given product. Given the product [OH:19][C:32]1([CH2:33][OH:29])[CH2:3][CH2:4][N:5]([C:8]([O:10][C:11]([CH3:14])([CH3:13])[CH3:12])=[O:9])[CH2:30][CH2:31]1, predict the reactants needed to synthesize it. The reactants are: C=C1CC[N:5]([C:8]([O:10][C:11]([CH3:14])([CH3:13])[CH3:12])=[O:9])[CH2:4][CH2:3]1.C[N+]1([O-])CC[O:19]CC1.S([O-])([O-])=O.[Na+].[Na+].[O:29]1[CH2:33][CH2:32][CH2:31][CH2:30]1.O.